From a dataset of Forward reaction prediction with 1.9M reactions from USPTO patents (1976-2016). Predict the product of the given reaction. (1) Given the reactants [Br:1][C:2]1[CH:3]=[CH:4][C:5](SC)=[N:6][CH:7]=1.[S:10]([O:14]OS([O-])(=O)=O)([O-])(=O)=[O:11].[K+].[K+].[CH:22](O)(C)C, predict the reaction product. The product is: [Br:1][C:2]1[CH:3]=[CH:4][C:5]([S:10]([CH3:22])(=[O:14])=[O:11])=[N:6][CH:7]=1. (2) Given the reactants [O:1]1[CH2:5][CH2:4][O:3][CH:2]1[C:6]1[N:7]([CH2:11][C:12]2[CH:17]=[CH:16][C:15]([F:18])=[CH:14][CH:13]=2)[CH:8]=[CH:9][N:10]=1.[I:19]I, predict the reaction product. The product is: [O:3]1[CH2:4][CH2:5][O:1][CH:2]1[C:6]1[N:7]([CH2:11][C:12]2[CH:17]=[CH:16][C:15]([F:18])=[CH:14][CH:13]=2)[C:8]([I:19])=[CH:9][N:10]=1. (3) Given the reactants [F:1][C:2]([F:7])([F:6])[CH:3]1[O:5][CH2:4]1.[Cl:8][C:9]1[CH:14]=[CH:13][C:12]([CH:15]2[CH:19]([C:20]3[CH:25]=[CH:24][C:23]([Cl:26])=[CH:22][CH:21]=3)[N:18]([C:27]([N:29]3[CH2:34][CH2:33][NH:32][CH2:31][CH2:30]3)=[O:28])[C:17]([C:35]3[CH:40]=[CH:39][C:38]([C:41]([F:44])([F:43])[F:42])=[CH:37][C:36]=3[O:45][CH2:46][CH3:47])=[N:16]2)=[CH:11][CH:10]=1.C(N(CC)CC)C, predict the reaction product. The product is: [Cl:8][C:9]1[CH:10]=[CH:11][C:12]([CH:15]2[CH:19]([C:20]3[CH:25]=[CH:24][C:23]([Cl:26])=[CH:22][CH:21]=3)[N:18]([C:27]([N:29]3[CH2:34][CH2:33][N:32]([CH2:4][CH:3]([OH:5])[C:2]([F:7])([F:6])[F:1])[CH2:31][CH2:30]3)=[O:28])[C:17]([C:35]3[CH:40]=[CH:39][C:38]([C:41]([F:43])([F:42])[F:44])=[CH:37][C:36]=3[O:45][CH2:46][CH3:47])=[N:16]2)=[CH:13][CH:14]=1. (4) Given the reactants C1(C)C=CC(S(O)(=O)=O)=CC=1.[NH2:12][CH2:13][C@:14]1([CH2:23][C:24]([OH:26])=[O:25])[CH2:20][C@@H:19]2[C@H:15]1[CH:16]=[CH:17][CH:18]2[CH2:21][CH3:22].C(N(CC)CC)C, predict the reaction product. The product is: [NH2:12][CH2:13][C@:14]1([CH2:23][C:24]([OH:26])=[O:25])[CH2:20][C@@H:19]2[C@H:15]1[CH:16]=[CH:17][CH:18]2[CH2:21][CH3:22]. (5) Given the reactants Br[C:2]1[CH:3]=[C:4]2[C:23](=[CH:24][CH:25]=1)[C:7]1[NH:8][N:9]=[C:10]([C:11]3[C:12]([C:17]4[CH:22]=[CH:21][CH:20]=[CH:19][CH:18]=4)=[N:13][O:14][C:15]=3[CH3:16])[C:6]=1[CH2:5]2.BrC1C=C2C(=CC=1)CCC2.[CH3:36][N:37](C=O)C, predict the reaction product. The product is: [CH3:16][C:15]1[O:14][N:13]=[C:12]([C:17]2[CH:18]=[CH:19][CH:20]=[CH:21][CH:22]=2)[C:11]=1[C:10]1[NH:9][N:8]=[C:7]2[C:23]3[C:4]([CH2:5][C:6]=12)=[CH:3][C:2]([C:36]#[N:37])=[CH:25][CH:24]=3. (6) Given the reactants [CH2:1]([O:8][CH2:9][CH2:10][O:11][C:12]1[CH:13]=[CH:14][C:15]([N+:19]([O-])=O)=[C:16]([CH3:18])[CH:17]=1)[C:2]1[CH:7]=[CH:6][CH:5]=[CH:4][CH:3]=1.N1CCC[CH2:23]1, predict the reaction product. The product is: [CH2:1]([O:8][CH2:9][CH2:10][O:11][C:12]1[CH:17]=[C:16]2[C:15](=[CH:14][CH:13]=1)[NH:19][CH:23]=[CH:18]2)[C:2]1[CH:7]=[CH:6][CH:5]=[CH:4][CH:3]=1. (7) Given the reactants [NH2:1][C:2]1[CH:22]=[CH:21][C:5]([O:6][C:7]2[CH:12]=[CH:11][C:10]([O:13][C:14]3[CH:19]=[CH:18][C:17]([NH2:20])=[CH:16][CH:15]=3)=[CH:9][CH:8]=2)=[CH:4][CH:3]=1.[S:23](O[S:23]([C:26]([F:29])([F:28])[F:27])(=[O:25])=[O:24])([C:26]([F:29])([F:28])[F:27])(=[O:25])=[O:24].C(=O)(O)[O-].[Na+], predict the reaction product. The product is: [F:27][C:26]([F:29])([F:28])[S:23]([NH:20][C:17]1[CH:18]=[CH:19][C:14]([O:13][C:10]2[CH:9]=[CH:8][C:7]([O:6][C:5]3[CH:21]=[CH:22][C:2]([NH:1][S:23]([C:26]([F:27])([F:28])[F:29])(=[O:24])=[O:25])=[CH:3][CH:4]=3)=[CH:12][CH:11]=2)=[CH:15][CH:16]=1)(=[O:25])=[O:24]. (8) Given the reactants [Br:1][C:2]1[CH:7]=[C:6]([C:8]([F:11])([F:10])[F:9])[CH:5]=[CH:4][C:3]=1[N:12]1[C:16]2[N:17]=[C:18]([CH3:22])[N:19]=[C:20](Cl)[C:15]=2[C:14]([CH3:23])=[C:13]1[CH3:24].[NH:25]1[CH2:30][CH2:29][CH2:28][CH:27]([C:31]#[N:32])[CH2:26]1.C(N(CC)C(C)C)(C)C, predict the reaction product. The product is: [Br:1][C:2]1[CH:7]=[C:6]([C:8]([F:11])([F:10])[F:9])[CH:5]=[CH:4][C:3]=1[N:12]1[C:16]2[N:17]=[C:18]([CH3:22])[N:19]=[C:20]([N:25]3[CH2:30][CH2:29][CH2:28][CH:27]([C:31]#[N:32])[CH2:26]3)[C:15]=2[C:14]([CH3:23])=[C:13]1[CH3:24]. (9) Given the reactants C([Si](C)(C)[O:6][CH:7]([CH2:32][C:33](=[O:36])[NH:34][CH3:35])[CH2:8][C:9](=[O:31])[CH2:10][CH2:11][CH:12]1[CH:21]2[C:16](=[CH:17][CH:18]([CH3:29])[CH2:19][CH:20]2[O:22][C:23](=[O:28])[CH:24]([CH3:27])[CH2:25][CH3:26])[CH:15]=[CH:14][CH:13]1[CH3:30])(C)(C)C.[C:39](O)(=[O:41])C.O.O.O.[F-].C([N+:51]([CH2:60][CH2:61][CH2:62][CH3:63])(CCCC)CCCC)CCC.[CH2:64]1[CH2:68][O:67][CH2:66][CH2:65]1, predict the reaction product. The product is: [CH3:39][O:41][C:65]1[CH:64]=[C:61]([CH:62]=[CH:63][C:66]=1[O:67][CH3:68])[CH2:60][NH:51][C@@H:9]([CH2:8][C@@H:7]([OH:6])[CH2:32][C:33](=[O:36])[NH:34][CH3:35])[CH2:10][CH2:11][C@@H:12]1[C@@H:21]2[C:16](=[CH:17][C@H:18]([CH3:29])[CH2:19][C@@H:20]2[O:22][C:23](=[O:28])[C@@H:24]([CH3:27])[CH2:25][CH3:26])[CH:15]=[CH:14][C@@H:13]1[CH3:30].[OH:6][CH:7]([CH2:32][C:33](=[O:36])[NH:34][CH3:35])[CH2:8][C:9](=[O:31])[CH2:10][CH2:11][CH:12]1[CH:21]2[C:16](=[CH:17][CH:18]([CH3:29])[CH2:19][CH:20]2[O:22][C:23](=[O:28])[CH:24]([CH3:27])[CH2:25][CH3:26])[CH:15]=[CH:14][CH:13]1[CH3:30]. (10) Given the reactants [CH2:1]([O:3][C:4](=[O:37])[CH2:5][C:6]1[CH:7]=[C:8]([C:14]2[CH:19]=[CH:18][C:17]([N+:20]([O-])=O)=[CH:16][C:15]=2[CH2:23][N:24]([C:27]([O:29][CH2:30][C:31]2[CH:36]=[CH:35][CH:34]=[CH:33][CH:32]=2)=[O:28])[CH2:25][CH3:26])[C:9]([O:12][CH3:13])=[CH:10][CH:11]=1)[CH3:2].[Sn](Cl)Cl.Cl, predict the reaction product. The product is: [CH2:1]([O:3][C:4](=[O:37])[CH2:5][C:6]1[CH:7]=[C:8]([C:14]2[CH:19]=[CH:18][C:17]([NH2:20])=[CH:16][C:15]=2[CH2:23][N:24]([C:27]([O:29][CH2:30][C:31]2[CH:36]=[CH:35][CH:34]=[CH:33][CH:32]=2)=[O:28])[CH2:25][CH3:26])[C:9]([O:12][CH3:13])=[CH:10][CH:11]=1)[CH3:2].